From a dataset of Forward reaction prediction with 1.9M reactions from USPTO patents (1976-2016). Predict the product of the given reaction. (1) Given the reactants [CH3:1][O:2][C:3]1[CH:4]=[C:5]2[C:10](=[CH:11][CH:12]=1)[CH:9]([CH2:13][C:14]1[CH:19]=[CH:18][C:17]([O:20][CH2:21][C:22]3[CH:27]=[CH:26][CH:25]=[CH:24][CH:23]=3)=[CH:16][CH:15]=1)[NH:8][CH2:7][CH2:6]2.[C:28]1(=O)[CH2:32][CH2:31][CH2:30][CH2:29]1, predict the reaction product. The product is: [CH:28]1([N:8]2[CH2:7][CH2:6][C:5]3[C:10](=[CH:11][CH:12]=[C:3]([O:2][CH3:1])[CH:4]=3)[CH:9]2[CH2:13][C:14]2[CH:19]=[CH:18][C:17]([O:20][CH2:21][C:22]3[CH:27]=[CH:26][CH:25]=[CH:24][CH:23]=3)=[CH:16][CH:15]=2)[CH2:32][CH2:31][CH2:30][CH2:29]1. (2) Given the reactants C([O:3][C:4](=[O:40])[CH2:5][O:6][C:7]1[CH:8]=[N:9][C:10]([O:13][CH2:14][CH:15]([N:22]2[C:26]3[CH:27]=[C:28]([F:32])[C:29]([F:31])=[CH:30][C:25]=3[N:24]=[C:23]2[C:33]2[CH:38]=[CH:37][C:36]([Cl:39])=[CH:35][CH:34]=2)[CH:16]2[CH2:21][CH2:20][CH2:19][CH2:18][CH2:17]2)=[CH:11][CH:12]=1)C.[OH-].[Na+].Cl, predict the reaction product. The product is: [Cl:39][C:36]1[CH:37]=[CH:38][C:33]([C:23]2[N:22]([CH:15]([CH:16]3[CH2:21][CH2:20][CH2:19][CH2:18][CH2:17]3)[CH2:14][O:13][C:10]3[N:9]=[CH:8][C:7]([O:6][CH2:5][C:4]([OH:40])=[O:3])=[CH:12][CH:11]=3)[C:26]3[CH:27]=[C:28]([F:32])[C:29]([F:31])=[CH:30][C:25]=3[N:24]=2)=[CH:34][CH:35]=1. (3) The product is: [Br:1][C:2]1[N:7]=[C:6]([NH2:8])[CH:5]=[CH:4][C:3]=1[F:13]. Given the reactants [Br:1][C:2]1[N:7]=[C:6]([NH:8]C(C)(C)C)[CH:5]=[CH:4][C:3]=1[F:13], predict the reaction product. (4) Given the reactants [O-:1]CC.[Na+].C(OO)(C)(C)C.[Cl:11][C:12]1[CH:13]=[C:14]([CH:33]=[C:34]([F:36])[CH:35]=1)[CH2:15][NH:16][C:17]([CH:19]1[CH2:25][CH2:24][CH2:23][CH2:22][N:21]([C:26]2[CH:31]=[CH:30][CH:29]=[CH:28][CH:27]=2)[C:20]1=[O:32])=[O:18], predict the reaction product. The product is: [Cl:11][C:12]1[CH:13]=[C:14]([CH:33]=[C:34]([F:36])[CH:35]=1)[CH2:15][NH:16][C:17]([C:19]1([OH:1])[CH2:25][CH2:24][CH2:23][CH2:22][N:21]([C:26]2[CH:27]=[CH:28][CH:29]=[CH:30][CH:31]=2)[C:20]1=[O:32])=[O:18]. (5) The product is: [C:5]([C:4]1[CH:3]=[C:2]([N:14]2[CH2:19][CH2:18][NH:17][CH2:16][CH2:15]2)[CH:9]=[C:8]([C:10]([F:13])([F:12])[F:11])[CH:7]=1)#[N:6]. Given the reactants F[C:2]1[CH:3]=[C:4]([CH:7]=[C:8]([C:10]([F:13])([F:12])[F:11])[CH:9]=1)[C:5]#[N:6].[NH:14]1[CH2:19][CH2:18][NH:17][CH2:16][CH2:15]1.O, predict the reaction product.